Dataset: Forward reaction prediction with 1.9M reactions from USPTO patents (1976-2016). Task: Predict the product of the given reaction. Given the reactants [CH3:1][O:2][CH2:3][C:4]1[N:5]=[C:6]([NH:18][C:19](=[O:21])[CH3:20])[S:7][C:8]=1[C:9]1[S:10][C:11]2[CH:12]=[N:13][CH:14]=[CH:15][C:16]=2[N:17]=1.C([O-])([O-])=O.[Cs+].[Cs+].CN(C=O)C.[F:33][C:34]([F:58])([F:57])[C:35]1[CH:56]=[CH:55][C:38]([CH2:39][CH:40]2[CH2:42][N@@:41]2[S:43]([C:46]2[CH:51]=[CH:50][C:49]([N+:52]([O-:54])=[O:53])=[CH:48][CH:47]=2)(=[O:45])=[O:44])=[CH:37][CH:36]=1, predict the reaction product. The product is: [CH3:1][O:2][CH2:3][C:4]1[N:5]=[C:6]([N:18]([CH2:42][C@@H:40]([NH:41][S:43]([C:46]2[CH:47]=[CH:48][C:49]([N+:52]([O-:54])=[O:53])=[CH:50][CH:51]=2)(=[O:44])=[O:45])[CH2:39][C:38]2[CH:55]=[CH:56][C:35]([C:34]([F:57])([F:33])[F:58])=[CH:36][CH:37]=2)[C:19](=[O:21])[CH3:20])[S:7][C:8]=1[C:9]1[S:10][C:11]2[CH:12]=[N:13][CH:14]=[CH:15][C:16]=2[N:17]=1.